From a dataset of Full USPTO retrosynthesis dataset with 1.9M reactions from patents (1976-2016). Predict the reactants needed to synthesize the given product. (1) Given the product [OH:9][CH2:14][CH:13]1[CH2:18][CH2:17][CH:4]([CH2:5][OH:1])[CH2:11][CH2:12]1, predict the reactants needed to synthesize it. The reactants are: [O:1]1[CH2:5][CH2:4]N=C1.C([O-])(=[O:9])C=C.[CH2:11]=[CH:12][C:13]1[CH:18]=[CH:17]C=C[CH:14]=1. (2) The reactants are: Cl[C:2]1[CH:7]=[C:6]([C:8]2[C:9]3[N:10]([C:29]([CH2:32][CH3:33])=[CH:30][CH:31]=3)[N:11]=[C:12]([C:23]3[CH:28]=[CH:27][CH:26]=[CH:25][CH:24]=3)[C:13]=2[CH2:14][CH2:15][CH2:16][CH2:17][C:18]([O:20]CC)=[O:19])[CH:5]=[CH:4][N:3]=1.[CH3:34][S-:35].[Na+].Cl. Given the product [CH2:32]([C:29]1[N:10]2[N:11]=[C:12]([C:23]3[CH:28]=[CH:27][CH:26]=[CH:25][CH:24]=3)[C:13]([CH2:14][CH2:15][CH2:16][CH2:17][C:18]([OH:20])=[O:19])=[C:8]([C:6]3[CH:5]=[CH:4][N:3]=[C:2]([S:35][CH3:34])[CH:7]=3)[C:9]2=[CH:31][CH:30]=1)[CH3:33], predict the reactants needed to synthesize it. (3) Given the product [CH2:19]([O:18][C:14]1[C:15]([F:17])=[CH:16][C:11]([C:10]([OH:24])=[O:9])=[C:12]([F:23])[C:13]=1[F:22])[C:20]#[CH:21], predict the reactants needed to synthesize it. The reactants are: C1COCC1.C([O:9][C:10](=[O:24])[C:11]1[CH:16]=[C:15]([F:17])[C:14]([O:18][CH2:19][C:20]#[CH:21])=[C:13]([F:22])[C:12]=1[F:23])C#C.O.[OH-].[Li+].Cl. (4) Given the product [OH:31][CH2:32][CH:33]1[CH2:38][CH2:37][CH2:36][N:35]([C:39]2[CH:46]=[CH:45][CH:44]=[CH:43][C:40]=2[CH2:41][CH:10]([CH2:9][CH2:8][CH3:7])[C:11]([O:13][CH2:14][CH3:15])=[O:12])[CH2:34]1, predict the reactants needed to synthesize it. The reactants are: CC(C)([O-])C.[K+].[CH3:7][CH2:8][CH2:9][CH:10](P(OCC)(OCC)=O)[C:11]([O:13][CH2:14][CH3:15])=[O:12].[Si]([O:31][CH2:32][CH:33]1[CH2:38][CH2:37][CH2:36][N:35]([C:39]2[CH:46]=[CH:45][CH:44]=[CH:43][C:40]=2[CH:41]=O)[CH2:34]1)(C(C)(C)C)(C)C.Cl.[H][H].[F-].C([N+](CCCC)(CCCC)CCCC)CCC. (5) Given the product [CH2:11]([C:9]1[S:8][C:6]2[N:7]=[C:2]([NH:33][CH2:32][C:31]3[CH:34]=[CH:35][CH:36]=[C:29]([F:28])[CH:30]=3)[N:3]=[C:4]([N:13]3[CH2:18][CH2:17][N:16]([C:19](=[O:27])[CH2:20][C:21]4[CH:26]=[CH:25][CH:24]=[CH:23][CH:22]=4)[CH2:15][CH2:14]3)[C:5]=2[CH:10]=1)[CH3:12], predict the reactants needed to synthesize it. The reactants are: Cl[C:2]1[N:3]=[C:4]([N:13]2[CH2:18][CH2:17][N:16]([C:19](=[O:27])[CH2:20][C:21]3[CH:26]=[CH:25][CH:24]=[CH:23][CH:22]=3)[CH2:15][CH2:14]2)[C:5]2[CH:10]=[C:9]([CH2:11][CH3:12])[S:8][C:6]=2[N:7]=1.[F:28][C:29]1[CH:30]=[C:31]([CH:34]=[CH:35][CH:36]=1)[CH2:32][NH2:33]. (6) Given the product [CH2:1]([C:3]1[N:7]([C:8]2[N:16]=[C:15]3[C:11]([N:12]=[C:13]([CH2:18][N:37]4[CH2:38][CH2:39][N:34]([CH:32]5[CH2:33][O:30][CH2:31]5)[CH2:35][CH2:36]4)[N:14]3[CH3:17])=[C:10]([N:20]3[CH2:25][CH2:24][O:23][CH2:22][CH2:21]3)[N:9]=2)[C:6]2[CH:26]=[CH:27][CH:28]=[CH:29][C:5]=2[N:4]=1)[CH3:2], predict the reactants needed to synthesize it. The reactants are: [CH2:1]([C:3]1[N:7]([C:8]2[N:16]=[C:15]3[C:11]([N:12]=[C:13]([CH:18]=O)[N:14]3[CH3:17])=[C:10]([N:20]3[CH2:25][CH2:24][O:23][CH2:22][CH2:21]3)[N:9]=2)[C:6]2[CH:26]=[CH:27][CH:28]=[CH:29][C:5]=2[N:4]=1)[CH3:2].[O:30]1[CH2:33][CH:32]([N:34]2[CH2:39][CH2:38][NH:37][CH2:36][CH2:35]2)[CH2:31]1.C(O[BH-](OC(=O)C)OC(=O)C)(=O)C.[Na+]. (7) Given the product [Cl:28][CH2:29][C:30]([N:22]1[CH2:23][CH2:24][CH:19]([N:17]2[C:16](=[O:25])[C:15]([CH3:27])([CH3:26])[C:14]([C:7]3[CH:8]=[CH:9][C:10]([O:11][CH2:12][CH3:13])=[C:5]([O:4][CH2:2][CH3:3])[CH:6]=3)=[N:18]2)[CH2:20][CH2:21]1)=[O:31], predict the reactants needed to synthesize it. The reactants are: Cl.[CH2:2]([O:4][C:5]1[CH:6]=[C:7]([C:14]2[C:15]([CH3:27])([CH3:26])[C:16](=[O:25])[N:17]([CH:19]3[CH2:24][CH2:23][NH:22][CH2:21][CH2:20]3)[N:18]=2)[CH:8]=[CH:9][C:10]=1[O:11][CH2:12][CH3:13])[CH3:3].[Cl:28][CH2:29][C:30](O[C:30](=[O:31])[CH2:29][Cl:28])=[O:31].